Dataset: NCI-60 drug combinations with 297,098 pairs across 59 cell lines. Task: Regression. Given two drug SMILES strings and cell line genomic features, predict the synergy score measuring deviation from expected non-interaction effect. (1) Drug 1: CC1C(C(CC(O1)OC2CC(OC(C2O)C)OC3=CC4=CC5=C(C(=O)C(C(C5)C(C(=O)C(C(C)O)O)OC)OC6CC(C(C(O6)C)O)OC7CC(C(C(O7)C)O)OC8CC(C(C(O8)C)O)(C)O)C(=C4C(=C3C)O)O)O)O. Drug 2: COCCOC1=C(C=C2C(=C1)C(=NC=N2)NC3=CC=CC(=C3)C#C)OCCOC.Cl. Cell line: CAKI-1. Synergy scores: CSS=37.1, Synergy_ZIP=-2.07, Synergy_Bliss=-1.36, Synergy_Loewe=-15.0, Synergy_HSA=-0.766. (2) Drug 1: CC1=C2C(C(=O)C3(C(CC4C(C3C(C(C2(C)C)(CC1OC(=O)C(C(C5=CC=CC=C5)NC(=O)C6=CC=CC=C6)O)O)OC(=O)C7=CC=CC=C7)(CO4)OC(=O)C)O)C)OC(=O)C. Drug 2: CS(=O)(=O)OCCCCOS(=O)(=O)C. Cell line: A549. Synergy scores: CSS=39.7, Synergy_ZIP=-7.11, Synergy_Bliss=-8.95, Synergy_Loewe=-24.4, Synergy_HSA=-7.35. (3) Drug 1: CC1=C(C(=CC=C1)Cl)NC(=O)C2=CN=C(S2)NC3=CC(=NC(=N3)C)N4CCN(CC4)CCO. Drug 2: C1CN(CCN1C(=O)CCBr)C(=O)CCBr. Cell line: SF-539. Synergy scores: CSS=44.2, Synergy_ZIP=-8.14, Synergy_Bliss=-2.59, Synergy_Loewe=2.09, Synergy_HSA=3.12. (4) Drug 1: CC1=C(C(CCC1)(C)C)C=CC(=CC=CC(=CC(=O)O)C)C. Drug 2: C1C(C(OC1N2C=NC3=C2NC=NCC3O)CO)O. Cell line: HS 578T. Synergy scores: CSS=21.2, Synergy_ZIP=-6.38, Synergy_Bliss=2.99, Synergy_Loewe=1.71, Synergy_HSA=3.91.